The task is: Predict the reaction yield, written as a fraction of the theoretical maximum amount of product (1.0 means a 100% yield; for example, 0.34 means a 34% yield).. This data is from Reaction yield outcomes from USPTO patents with 853,638 reactions. The reactants are [CH2:1]([C:15]1[CH:21]=[C:20]([CH:22]([CH3:24])[CH3:23])[C:18]([NH2:19])=[C:17]([CH:25]([CH3:27])[CH3:26])[CH:16]=1)[C:2]1[CH:8]=[C:7]([CH:9]([CH3:11])[CH3:10])[C:5]([NH2:6])=[C:4]([CH:12]([CH3:14])[CH3:13])[CH:3]=1.[N:28]1[CH:33]=[CH:32][CH:31]=[CH:30][C:29]=1[CH:34]=O. The catalyst is C(O)C.C(O)=O. The product is [N:28]1[CH:33]=[CH:32][CH:31]=[CH:30][C:29]=1[CH:34]=[N:19][C:18]1[C:20]([CH:22]([CH3:24])[CH3:23])=[CH:21][C:15]([CH2:1][C:2]2[CH:3]=[C:4]([CH:12]([CH3:14])[CH3:13])[C:5]([N:6]=[CH:34][C:29]3[CH:30]=[CH:31][CH:32]=[CH:33][N:28]=3)=[C:7]([CH:9]([CH3:11])[CH3:10])[CH:8]=2)=[CH:16][C:17]=1[CH:25]([CH3:27])[CH3:26]. The yield is 0.490.